Task: Predict the product of the given reaction.. Dataset: Forward reaction prediction with 1.9M reactions from USPTO patents (1976-2016) (1) Given the reactants [CH3:1][O:2][C:3]1[CH:4]=[C:5]([C:13]2[N:14]=[C:15]([NH:26][C:27]([C:29]3[N:30]=[CH:31][C:32]([N:35]4[CH2:40][CH2:39][CH:38]([C:41]([O:43]CC)=[O:42])[CH2:37][CH2:36]4)=[N:33][CH:34]=3)=[O:28])[S:16][C:17]=2[CH2:18][N:19]2[CH2:24][CH2:23][CH2:22][CH2:21][C@H:20]2[CH3:25])[CH:6]=[C:7]([C:9]([F:12])([F:11])[F:10])[CH:8]=1.C(O)C.[OH-].[Na+].C(O)(=O)C, predict the reaction product. The product is: [CH3:1][O:2][C:3]1[CH:4]=[C:5]([C:13]2[N:14]=[C:15]([NH:26][C:27]([C:29]3[N:30]=[CH:31][C:32]([N:35]4[CH2:36][CH2:37][CH:38]([C:41]([OH:43])=[O:42])[CH2:39][CH2:40]4)=[N:33][CH:34]=3)=[O:28])[S:16][C:17]=2[CH2:18][N:19]2[CH2:24][CH2:23][CH2:22][CH2:21][C@H:20]2[CH3:25])[CH:6]=[C:7]([C:9]([F:10])([F:11])[F:12])[CH:8]=1. (2) Given the reactants [CH2:1]([C:3]1[N:13]([C:14]2[CH:19]=[CH:18][C:17]([CH2:20][CH2:21][NH:22][C:23](=[O:31])OC3C=CC=CC=3)=[CH:16][CH:15]=2)[C:6]2=[N:7][C:8]([CH3:12])=[CH:9][C:10]([CH3:11])=[C:5]2[N:4]=1)[CH3:2].[C:32]1([S:42]([NH2:45])(=[O:44])=[O:43])[C:41]2[C:36](=[CH:37][CH:38]=[CH:39][CH:40]=2)[CH:35]=[CH:34][CH:33]=1, predict the reaction product. The product is: [CH2:1]([C:3]1[N:13]([C:14]2[CH:15]=[CH:16][C:17]([CH2:20][CH2:21][NH:22][C:23]([NH:45][S:42]([C:32]3[C:41]4[C:36](=[CH:37][CH:38]=[CH:39][CH:40]=4)[CH:35]=[CH:34][CH:33]=3)(=[O:43])=[O:44])=[O:31])=[CH:18][CH:19]=2)[C:6]2=[N:7][C:8]([CH3:12])=[CH:9][C:10]([CH3:11])=[C:5]2[N:4]=1)[CH3:2].